Task: Predict the reactants needed to synthesize the given product.. Dataset: Full USPTO retrosynthesis dataset with 1.9M reactions from patents (1976-2016) (1) Given the product [O:1]=[C:2]1[C:10](=[CH:36][C:32]2[NH:31][CH:35]=[CH:34][CH:33]=2)[C:9]2[C:4](=[CH:5][C:6]([NH:11][C:12]3[CH:13]=[C:14]([NH:18][C:19]([NH:21][C:22]4[CH:27]=[C:26]([F:28])[C:25]([F:29])=[CH:24][C:23]=4[F:30])=[O:20])[CH:15]=[CH:16][CH:17]=3)=[CH:7][CH:8]=2)[NH:3]1, predict the reactants needed to synthesize it. The reactants are: [O:1]=[C:2]1[CH2:10][C:9]2[C:4](=[CH:5][C:6]([NH:11][C:12]3[CH:13]=[C:14]([NH:18][C:19]([NH:21][C:22]4[CH:27]=[C:26]([F:28])[C:25]([F:29])=[CH:24][C:23]=4[F:30])=[O:20])[CH:15]=[CH:16][CH:17]=3)=[CH:7][CH:8]=2)[NH:3]1.[NH:31]1[CH:35]=[CH:34][CH:33]=[C:32]1[CH:36]=O.N1CCCCC1. (2) Given the product [C:12]([N:3]1[C:4]2[C:9](=[CH:8][CH:7]=[CH:6][CH:5]=2)[CH2:10][CH2:11][CH:2]1[CH3:1])(=[O:14])[CH3:13], predict the reactants needed to synthesize it. The reactants are: [CH3:1][CH:2]1[CH2:11][CH2:10][C:9]2[C:4](=[CH:5][CH:6]=[CH:7][CH:8]=2)[NH:3]1.[C:12](OC(=O)C)(=[O:14])[CH3:13]. (3) Given the product [Si:17]([O:16][C@@H:13]1[CH2:14][CH2:15][N:11]([C:8]2[S:9][CH:10]=[C:6]([C:4]([O:3][CH2:1][CH3:2])=[O:5])[N:7]=2)[CH2:12]1)([C:30]([CH3:33])([CH3:32])[CH3:31])([C:24]1[CH:25]=[CH:26][CH:27]=[CH:28][CH:29]=1)[C:18]1[CH:23]=[CH:22][CH:21]=[CH:20][CH:19]=1, predict the reactants needed to synthesize it. The reactants are: [CH2:1]([O:3][C:4]([C:6]1[N:7]=[C:8]([N:11]2[CH2:15][CH2:14][C@@H:13]([OH:16])[CH2:12]2)[S:9][CH:10]=1)=[O:5])[CH3:2].[Si:17](Cl)([C:30]([CH3:33])([CH3:32])[CH3:31])([C:24]1[CH:29]=[CH:28][CH:27]=[CH:26][CH:25]=1)[C:18]1[CH:23]=[CH:22][CH:21]=[CH:20][CH:19]=1.N1C=CN=C1.C(O)C. (4) Given the product [OH:7][NH:6][C:4]([CH3:9])([C:2]([NH:10][OH:11])([CH3:3])[CH3:1])[CH3:5], predict the reactants needed to synthesize it. The reactants are: [CH3:1][C:2]([N+:10]([O-])=[O:11])([C:4]([CH3:9])([N+:6]([O-])=[O:7])[CH3:5])[CH3:3].[NH4+].[Cl-]. (5) Given the product [NH2:19][CH2:20][C:21]1[CH:22]=[CH:23][C:24]([CH2:27][C@H:28]([NH:32][C:33]([NH:64][C:61]2[CH:60]=[CH:59][C:58]([O:57][CH2:50][C:51]3[CH:52]=[CH:53][CH:54]=[CH:55][CH:56]=3)=[CH:63][CH:62]=2)=[O:35])[C:29]([NH:11][C:7]2[CH:8]=[C:9]3[C:4](=[CH:5][CH:6]=2)[NH:3][C:2]([CH3:1])=[CH:10]3)=[O:31])=[CH:25][CH:26]=1, predict the reactants needed to synthesize it. The reactants are: [CH3:1][C:2]1[NH:3][C:4]2[C:9]([CH:10]=1)=[CH:8][C:7]([NH2:11])=[CH:6][CH:5]=2.C(OC([NH:19][CH2:20][C:21]1[CH:26]=[CH:25][C:24]([CH2:27][C@H:28]([NH:32][C:33]([O:35]CC2C3C=CC=CC=3C3C2=CC=CC=3)=O)[C:29]([OH:31])=O)=[CH:23][CH:22]=1)=O)(C)(C)C.[CH2:50]([O:57][C:58]1[CH:63]=[CH:62][C:61]([N:64]=C=O)=[CH:60][CH:59]=1)[C:51]1[CH:56]=[CH:55][CH:54]=[CH:53][CH:52]=1. (6) Given the product [C:29]([NH:33][C:21](=[O:22])[C:20]1[CH:24]=[C:16]([C:14]2[N:13]=[C:10]3[N:9]([CH:15]=2)[N:8]=[C:7]([O:6][CH2:4][CH3:5])[CH:12]=[CH:11]3)[CH:17]=[CH:18][C:19]=1[C:25]([F:27])([F:28])[F:26])([CH3:32])([CH3:31])[CH3:30], predict the reactants needed to synthesize it. The reactants are: C(#N)C.[CH2:4]([O:6][C:7]1[CH:12]=[CH:11][C:10]2=[N:13][C:14]([C:16]3[CH:17]=[CH:18][C:19]([C:25]([F:28])([F:27])[F:26])=[C:20]([CH:24]=3)[C:21](O)=[O:22])=[CH:15][N:9]2[N:8]=1)[CH3:5].[C:29]([NH2:33])([CH3:32])([CH3:31])[CH3:30].F[P-](F)(F)(F)(F)F.N1(O[P+](N(C)C)(N(C)C)N(C)C)C2C=CC=CC=2N=N1. (7) Given the product [Br:1][CH2:2][CH2:3][CH2:4][N:5]1[CH2:13][CH:12]2[CH:7]([CH2:8][CH:9]3[O:24][C:10]3=[CH:11]2)[CH2:6]1, predict the reactants needed to synthesize it. The reactants are: [Br:1][CH2:2][CH2:3][CH2:4][N:5]1[C:13](=O)[CH:12]2[CH:7]([CH2:8][CH:9]=[CH:10][CH2:11]2)[C:6]1=O.ClC1C=CC=C(C(OO)=[O:24])C=1.